This data is from Full USPTO retrosynthesis dataset with 1.9M reactions from patents (1976-2016). The task is: Predict the reactants needed to synthesize the given product. (1) Given the product [Cl:13][CH2:14][CH2:15][CH2:16][O:9][C:5]1[CH:4]=[C:3]([N:2]([CH3:10])[CH3:1])[CH:8]=[CH:7][CH:6]=1, predict the reactants needed to synthesize it. The reactants are: [CH3:1][N:2]([CH3:10])[C:3]1[CH:4]=[C:5]([OH:9])[CH:6]=[CH:7][CH:8]=1.[H-].[Na+].[Cl:13][CH2:14][CH2:15][CH2:16]I.[Na+].[Cl-]. (2) Given the product [CH2:46]([C:48]1[CH:49]=[C:50]([CH:51]=[CH:52][C:53]=1[CH2:54][CH3:55])[CH2:56][CH:57]([NH:61][C:62]([N:64]1[CH2:69][CH2:68][CH:67]([N:70]2[CH2:79][C:78]3[C:73](=[CH:74][CH:75]=[CH:76][CH:77]=3)[NH:72][C:71]2=[O:80])[CH2:66][CH2:65]1)=[O:63])[C:58]([N:43]1[CH2:44][CH2:45][CH:40]([N:37]2[CH2:38][CH2:39][N:34]([CH3:33])[CH2:35][CH2:36]2)[CH2:41][CH2:42]1)=[O:59])[CH3:47], predict the reactants needed to synthesize it. The reactants are: CN(C(ON1N=NC2C=CC=CC1=2)=[N+](C)C)C.[B-](F)(F)(F)F.C1C=CC2N(O)N=NC=2C=1.[CH3:33][N:34]1[CH2:39][CH2:38][N:37]([CH:40]2[CH2:45][CH2:44][NH:43][CH2:42][CH2:41]2)[CH2:36][CH2:35]1.[CH2:46]([C:48]1[CH:49]=[C:50]([CH2:56][CH:57]([NH:61][C:62]([N:64]2[CH2:69][CH2:68][CH:67]([N:70]3[CH2:79][C:78]4[C:73](=[CH:74][CH:75]=[CH:76][CH:77]=4)[NH:72][C:71]3=[O:80])[CH2:66][CH2:65]2)=[O:63])[C:58](O)=[O:59])[CH:51]=[CH:52][C:53]=1[CH2:54][CH3:55])[CH3:47]. (3) Given the product [CH:10]1[C:11]2[CH:12]([CH2:14][O:15][C:16]([NH:18][C:19]3[CH:20]=[CH:21][C:22]([C:23]([C:25]4[CH:26]=[CH:27][C:28]([NH:35][C:41](=[O:42])[C:40]5[CH:44]=[CH:45][C:46]([Cl:48])=[CH:47][C:39]=5[Cl:38])=[C:29]([CH:34]=4)[C:30]([O:32][CH3:33])=[O:31])=[O:24])=[CH:36][CH:37]=3)=[O:17])[C:13]3[C:5](=[CH:4][CH:3]=[CH:2][CH:1]=3)[C:6]=2[CH:7]=[CH:8][CH:9]=1, predict the reactants needed to synthesize it. The reactants are: [CH:1]1[C:13]2[CH:12]([CH2:14][O:15][C:16]([NH:18][C:19]3[CH:37]=[CH:36][C:22]([C:23]([C:25]4[CH:26]=[CH:27][C:28]([NH2:35])=[C:29]([CH:34]=4)[C:30]([O:32][CH3:33])=[O:31])=[O:24])=[CH:21][CH:20]=3)=[O:17])[C:11]3[C:6](=[CH:7][CH:8]=[CH:9][CH:10]=3)[C:5]=2[CH:4]=[CH:3][CH:2]=1.[Cl:38][C:39]1[CH:47]=[C:46]([Cl:48])[CH:45]=[CH:44][C:40]=1[C:41](Cl)=[O:42]. (4) Given the product [OH:3][CH:1]([C:4]1[CH:5]=[CH:6][C:7]([C@H:10]([NH:12][S:13]([CH3:16])(=[O:15])=[O:14])[CH3:11])=[CH:8][CH:9]=1)[CH3:2], predict the reactants needed to synthesize it. The reactants are: [C:1]([C:4]1[CH:9]=[CH:8][C:7]([C@H:10]([NH:12][S:13]([CH3:16])(=[O:15])=[O:14])[CH3:11])=[CH:6][CH:5]=1)(=[O:3])[CH3:2].[BH4-].[Na+]. (5) Given the product [I:11][C:12]1[CH:13]=[C:14]([C:6]2[O:7][C:3]([CH:1]=[O:2])=[CH:4][CH:5]=2)[CH:15]=[CH:16][CH:17]=1, predict the reactants needed to synthesize it. The reactants are: [CH:1]([C:3]1[O:7][C:6](B(O)O)=[CH:5][CH:4]=1)=[O:2].[I:11][C:12]1[CH:17]=[CH:16][CH:15]=[C:14](I)[CH:13]=1.C(=O)([O-])[O-].[Na+].[Na+].O. (6) Given the product [C:31]([O:30][C:28]([NH:27][CH2:26][CH2:25][CH2:24][O:23][C:19]1[CH:18]=[C:17]([CH:22]=[CH:21][CH:20]=1)[O:16][C:13]1[CH:14]=[CH:15][C:7]2[C@@H:6]([CH2:5][C:4]([OH:35])=[O:3])[O:10][B:9]([OH:11])[C:8]=2[CH:12]=1)=[O:29])([CH3:34])([CH3:32])[CH3:33], predict the reactants needed to synthesize it. The reactants are: C([O:3][C:4](=[O:35])[CH2:5][C@H:6]1[O:10][B:9]([OH:11])[C:8]2[CH:12]=[C:13]([O:16][C:17]3[CH:22]=[CH:21][CH:20]=[C:19]([O:23][CH2:24][CH2:25][CH2:26][NH:27][C:28]([O:30][C:31]([CH3:34])([CH3:33])[CH3:32])=[O:29])[CH:18]=3)[CH:14]=[CH:15][C:7]1=2)C.[Li+].[OH-].Cl.